The task is: Predict the product of the given reaction.. This data is from Forward reaction prediction with 1.9M reactions from USPTO patents (1976-2016). (1) Given the reactants [C:1]([C:3]1[CH:4]=[C:5]2[C:9](=[CH:10][CH:11]=1)[NH:8][CH:7]=[C:6]2[I:12])#[N:2].[C:13](O[C:13]([O:15][C:16]([CH3:19])([CH3:18])[CH3:17])=[O:14])([O:15][C:16]([CH3:19])([CH3:18])[CH3:17])=[O:14].C(N(CC)CC)C, predict the reaction product. The product is: [C:16]([O:15][C:13]([N:8]1[C:9]2[C:5](=[CH:4][C:3]([C:1]#[N:2])=[CH:11][CH:10]=2)[C:6]([I:12])=[CH:7]1)=[O:14])([CH3:19])([CH3:18])[CH3:17]. (2) Given the reactants [C:1]([CH:3]([NH:12][C:13]([C@@H:15]1[CH2:20][CH2:19][CH2:18][CH2:17][C@H:16]1[C:21]([OH:23])=O)=[O:14])[C:4]1[CH:9]=[CH:8][CH:7]=[CH:6][C:5]=1[O:10][CH3:11])#[N:2].[NH:24]1[CH2:29][CH2:28][O:27][CH2:26][CH2:25]1.C(N(CC)C(C)C)(C)C.ON1C2C=CC=CC=2N=N1, predict the reaction product. The product is: [C:1]([CH:3]([C:4]1[CH:9]=[CH:8][CH:7]=[CH:6][C:5]=1[O:10][CH3:11])[NH:12][C:13]([C@@H:15]1[CH2:20][CH2:19][CH2:18][CH2:17][C@H:16]1[C:21]([N:24]1[CH2:29][CH2:28][O:27][CH2:26][CH2:25]1)=[O:23])=[O:14])#[N:2].